From a dataset of Reaction yield outcomes from USPTO patents with 853,638 reactions. Predict the reaction yield, written as a fraction of the theoretical maximum amount of product (1.0 means a 100% yield; for example, 0.34 means a 34% yield). (1) The reactants are [CH2:1]([N:8]1[CH2:17][CH2:16][C:15]2[C:14](Cl)=[N:13][CH:12]=[N:11][C:10]=2[CH2:9]1)[C:2]1[CH:7]=[CH:6][CH:5]=[CH:4][CH:3]=1.[F:19][C:20]([F:29])([F:28])[C:21]1[CH:27]=[CH:26][C:24]([NH2:25])=[CH:23][CH:22]=1.I.O. The catalyst is O1CCOCC1. The product is [CH2:1]([N:8]1[CH2:17][CH2:16][C:15]2[C:14]([NH:25][C:24]3[CH:26]=[CH:27][C:21]([C:20]([F:19])([F:28])[F:29])=[CH:22][CH:23]=3)=[N:13][CH:12]=[N:11][C:10]=2[CH2:9]1)[C:2]1[CH:7]=[CH:6][CH:5]=[CH:4][CH:3]=1. The yield is 0.910. (2) The reactants are C(O[BH-](OC(=O)C)OC(=O)C)(=O)C.[Na+].[NH2:15][CH:16]1[CH2:21][CH2:20][N:19]([C:22]([O:24][C:25]([CH3:28])([CH3:27])[CH3:26])=[O:23])[CH2:18][CH2:17]1.[Cl:29][C:30]1[N:31]=[CH:32][S:33][C:34]=1[CH:35]=O.C(O)(=O)C.[OH-].[Na+]. The catalyst is ClCCCl. The product is [C:25]([O:24][C:22]([N:19]1[CH2:18][CH2:17][CH:16]([NH:15][CH2:35][C:34]2[S:33][CH:32]=[N:31][C:30]=2[Cl:29])[CH2:21][CH2:20]1)=[O:23])([CH3:28])([CH3:27])[CH3:26]. The yield is 0.740. (3) The reactants are [F:1][C:2]1[CH:7]=[CH:6][C:5]([C:8]2[N:9]=[C:10]([C:13]([CH3:20])([CH3:19])[C:14]([O:16]CC)=[O:15])[S:11][CH:12]=2)=[CH:4][CH:3]=1.O.[OH-].[Li+]. The catalyst is C1COCC1.C(O)C.O. The product is [F:1][C:2]1[CH:3]=[CH:4][C:5]([C:8]2[N:9]=[C:10]([C:13]([CH3:20])([CH3:19])[C:14]([OH:16])=[O:15])[S:11][CH:12]=2)=[CH:6][CH:7]=1. The yield is 0.990. (4) The reactants are [CH3:1][O:2][C:3]1[CH:4]=[C:5]2[C:10](=[CH:11][C:12]=1[O:13][CH3:14])[N:9]=[CH:8][N:7]=[C:6]2[O:15][C:16]1[CH:22]=[CH:21][C:19]([NH2:20])=[C:18]([N+:23]([O-:25])=[O:24])[CH:17]=1.ClC(Cl)(O[C:30](=[O:36])OC(Cl)(Cl)Cl)Cl.[CH2:38]([NH2:41])[CH2:39][CH3:40].CO. The catalyst is C(Cl)(Cl)Cl.C(N(CC)CC)C. The product is [CH3:1][O:2][C:3]1[CH:4]=[C:5]2[C:10](=[CH:11][C:12]=1[O:13][CH3:14])[N:9]=[CH:8][N:7]=[C:6]2[O:15][C:16]1[CH:22]=[CH:21][C:19]([NH:20][C:30]([NH:41][CH2:38][CH2:39][CH3:40])=[O:36])=[C:18]([N+:23]([O-:25])=[O:24])[CH:17]=1. The yield is 0.380. (5) The reactants are Cl[C:2]1[C:11]2[C:6](=[CH:7][C:8]([O:16][CH2:17][CH2:18][Cl:19])=[CH:9][C:10]=2[O:12][CH:13]([CH3:15])[CH3:14])[N:5]=[CH:4][N:3]=1.[NH2:20][C:21]1[C:26]([Cl:27])=[CH:25][N:24]=[C:23]2[O:28][CH2:29][O:30][C:22]=12. No catalyst specified. The product is [Cl:19][CH2:18][CH2:17][O:16][C:8]1[CH:7]=[C:6]2[C:11]([C:2]([NH:20][C:21]3[C:26]([Cl:27])=[CH:25][N:24]=[C:23]4[O:28][CH2:29][O:30][C:22]=34)=[N:3][CH:4]=[N:5]2)=[C:10]([O:12][CH:13]([CH3:15])[CH3:14])[CH:9]=1. The yield is 0.860. (6) The reactants are [CH3:1][CH2:2][C@@H:3]([C:5]([O:7][C@@H:8]1[C@@H:13]2[C@@H:14]([CH2:19][CH2:20][C@@H:21]([OH:29])[CH2:22][C@@H:23]([OH:28])[CH2:24][C:25]([O-:27])=[O:26])[C@@H:15]([CH3:18])[CH:16]=[CH:17][C:12]2=[CH:11][C@@H:10]([OH:30])[CH2:9]1)=[O:6])[CH3:4].[Na+].[OH-].[Na+].C(#N)C. The catalyst is C(O)C.O. The product is [CH3:1][CH2:2][C@@H:3]([C:5]([O:7][C@@H:8]1[C@@H:13]2[C@@H:14]([CH2:19][CH2:20][C@@H:21]([OH:29])[CH2:22][C@@H:23]([OH:28])[CH2:24][C:25]([OH:27])=[O:26])[C@@H:15]([CH3:18])[CH:16]=[CH:17][C:12]2=[CH:11][C@@H:10]([OH:30])[CH2:9]1)=[O:6])[CH3:4]. The yield is 0.920.